From a dataset of Full USPTO retrosynthesis dataset with 1.9M reactions from patents (1976-2016). Predict the reactants needed to synthesize the given product. (1) Given the product [CH3:21][O:20][C:19]1[C:14]([N:11]2[CH2:12][CH2:13][NH:8][CH2:9][CH:10]2[CH3:22])=[N:15][CH:16]=[N:17][CH:18]=1, predict the reactants needed to synthesize it. The reactants are: C(OC([N:8]1[CH2:13][CH2:12][N:11]([C:14]2[C:19]([O:20][CH3:21])=[CH:18][N:17]=[CH:16][N:15]=2)[CH:10]([CH3:22])[CH2:9]1)=O)(C)(C)C.FC(F)(F)C(O)=O. (2) Given the product [OH:5][CH2:4][C@@H:2]([NH:1][C:6](=[O:7])[O:8][C:9]([CH3:12])([CH3:11])[CH3:10])[CH3:3], predict the reactants needed to synthesize it. The reactants are: [NH2:1][C@H:2]([CH2:4][OH:5])[CH3:3].[C:6](O[C:6]([O:8][C:9]([CH3:12])([CH3:11])[CH3:10])=[O:7])([O:8][C:9]([CH3:12])([CH3:11])[CH3:10])=[O:7].C(N(CC)CC)C. (3) The reactants are: [CH3:1][O:2][C:3]1[CH:8]=[CH:7][C:6]([C:9]([NH:24][C:25]2[O:26][CH2:27][C@H:28]([F:40])[C@:29]([C:32]3[CH:37]=[C:36](Br)[CH:35]=[CH:34][C:33]=3[F:39])([CH3:31])[N:30]=2)([C:16]2[CH:21]=[CH:20][C:19]([O:22][CH3:23])=[CH:18][CH:17]=2)[C:10]2[CH:15]=[CH:14][CH:13]=[CH:12][CH:11]=2)=[CH:5][CH:4]=1.[F:41][CH:42]([F:51])[O:43][C:44]1[CH:50]=[CH:49][CH:48]=[CH:47][C:45]=1[NH2:46]. Given the product [CH3:1][O:2][C:3]1[CH:8]=[CH:7][C:6]([C:9]([NH:24][C:25]2[O:26][CH2:27][C@H:28]([F:40])[C@:29]([C:32]3[CH:37]=[C:36]([NH:46][C:45]4[CH:47]=[CH:48][CH:49]=[CH:50][C:44]=4[O:43][CH:42]([F:41])[F:51])[CH:35]=[CH:34][C:33]=3[F:39])([CH3:31])[N:30]=2)([C:16]2[CH:21]=[CH:20][C:19]([O:22][CH3:23])=[CH:18][CH:17]=2)[C:10]2[CH:15]=[CH:14][CH:13]=[CH:12][CH:11]=2)=[CH:5][CH:4]=1, predict the reactants needed to synthesize it. (4) Given the product [Br:1][CH2:52][CH2:51][CH:50]([C:47]1[CH:48]=[CH:49][C:44]([Cl:43])=[CH:45][CH:46]=1)[CH3:54], predict the reactants needed to synthesize it. The reactants are: [Br-:1].[Br-].C1(P(C2C=CC=CC=2)C2C=CC=CC=2)C=CC=CC=1.BrBr.C1(P(C2C=CC=CC=2)C2C=CC=CC=2)C=CC=CC=1.[Cl:43][C:44]1[CH:49]=[CH:48][C:47]([CH:50]([CH3:54])[CH2:51][CH2:52]O)=[CH:46][CH:45]=1.